From a dataset of Forward reaction prediction with 1.9M reactions from USPTO patents (1976-2016). Predict the product of the given reaction. (1) Given the reactants [Br:1][C:2]1[CH:7]=[CH:6][C:5](Br)=[CH:4][N:3]=1.C([Li])C[CH2:11][CH3:12].[BH4-].[Na+].[OH-:16].[Na+], predict the reaction product. The product is: [Br:1][C:2]1[N:3]=[CH:4][C:5]([CH:11]([OH:16])[CH3:12])=[CH:6][CH:7]=1. (2) Given the reactants [CH2:1]([C@@H:5]1[NH:10][CH2:9][C@H:8]([CH2:11][CH:12]([CH3:14])C)[NH:7][C:6]1=[O:15])[CH:2]([CH3:4])[CH3:3].[F:16][C:17]1[CH:22]=[C:21]([F:23])[CH:20]=[CH:19][C:18]=1[C@@H:24]1[CH2:26][C@H:25]1[C:27]([OH:29])=O.[CH2:30]([C@@H:34]1N(C([C@@H]2C[C@H]2C2C=CC=CC=2)=O)C[C@H](CC(C)C)NC1=O)[CH:31](C)C, predict the reaction product. The product is: [CH:11]1([C@@H:8]2[NH:7][C:6](=[O:15])[C@H:5]([CH2:1][CH:2]([CH3:3])[CH3:4])[N:10]([C:27]([C@@H:25]3[CH2:26][C@H:24]3[C:18]3[CH:19]=[CH:20][C:21]([F:23])=[CH:22][C:17]=3[F:16])=[O:29])[CH2:9]2)[CH2:12][CH2:14][CH2:34][CH2:30][CH2:31]1. (3) Given the reactants [N+]([C:4]1[C:9]([CH3:10])=[CH:8][N+:7]([O-:11])=[C:6]([CH3:12])[C:5]=1[CH3:13])([O-])=O.[ClH:14].C(=O)([O-])[O-].[K+].[K+], predict the reaction product. The product is: [Cl:14][C:4]1[C:9]([CH3:10])=[CH:8][N+:7]([O-:11])=[C:6]([CH3:12])[C:5]=1[CH3:13]. (4) Given the reactants [Cl:1][C:2]1[CH:3]=[C:4]([CH:19]=[CH:20][C:21]=1[O:22][CH3:23])[CH2:5][NH:6][C:7]1[C:12]([C:13]([O:15][CH3:16])=[O:14])=[C:11]([Cl:17])[N:10]=[C:9](Cl)[N:8]=1.[CH:24]1[CH:29]=[CH:28][C:27]([CH2:30][SH:31])=[CH:26][CH:25]=1.C(N(CC)CC)C, predict the reaction product. The product is: [Cl:1][C:2]1[CH:3]=[C:4]([CH:19]=[CH:20][C:21]=1[O:22][CH3:23])[CH2:5][NH:6][C:7]1[C:12]([C:13]([O:15][CH3:16])=[O:14])=[C:11]([Cl:17])[N:10]=[C:9]([S:31][CH2:30][C:27]2[CH:28]=[CH:29][CH:24]=[CH:25][CH:26]=2)[N:8]=1. (5) The product is: [F:1][C@H:2]1[CH2:19][C@@:17]2([CH3:18])[C@@H:13]([CH2:14][CH2:15][C:16]2=[O:20])[C@H:12]2[C@H:3]1[C:4]1[CH:5]=[CH:6][C:7]([O:27][CH:29]3[CH2:30][CH2:31][CH2:32][CH2:33][O:28]3)=[CH:8][C:9]=1[CH2:10][C@H:11]2[CH2:21][CH2:22][CH2:23][CH2:24][CH2:25][Br:26]. Given the reactants [F:1][C@H:2]1[CH2:19][C@@:17]2([CH3:18])[C@@H:13]([CH2:14][CH2:15][C:16]2=[O:20])[C@H:12]2[C@H:3]1[C:4]1[CH:5]=[CH:6][C:7]([OH:27])=[CH:8][C:9]=1[CH2:10][C@H:11]2[CH2:21][CH2:22][CH2:23][CH2:24][CH2:25][Br:26].[O:28]1[CH:33]=[CH:32][CH2:31][CH2:30][CH2:29]1.O.C1(C)C=CC(S(O)(=O)=O)=CC=1.C(N(CC)CC)C, predict the reaction product. (6) Given the reactants Cl[CH2:2][CH:3]([OH:11])[CH2:4][N:5]1[CH2:10][CH2:9][O:8][CH2:7][CH2:6]1.[NH3:12], predict the reaction product. The product is: [NH2:12][CH2:2][CH:3]([OH:11])[CH2:4][N:5]1[CH2:10][CH2:9][O:8][CH2:7][CH2:6]1.